Dataset: Peptide-MHC class I binding affinity with 185,985 pairs from IEDB/IMGT. Task: Regression. Given a peptide amino acid sequence and an MHC pseudo amino acid sequence, predict their binding affinity value. This is MHC class I binding data. (1) The peptide sequence is AWLLNILTIAV. The MHC is HLA-A68:02 with pseudo-sequence HLA-A68:02. The binding affinity (normalized) is 0. (2) The peptide sequence is NMDKAVKLY. The MHC is HLA-B46:01 with pseudo-sequence HLA-B46:01. The binding affinity (normalized) is 0.0847.